Task: Regression. Given a peptide amino acid sequence and an MHC pseudo amino acid sequence, predict their binding affinity value. This is MHC class II binding data.. Dataset: Peptide-MHC class II binding affinity with 134,281 pairs from IEDB The peptide sequence is LAVGLLFRRLTSREV. The MHC is DRB1_1101 with pseudo-sequence DRB1_1101. The binding affinity (normalized) is 0.955.